Dataset: Forward reaction prediction with 1.9M reactions from USPTO patents (1976-2016). Task: Predict the product of the given reaction. Given the reactants B(Br)(Br)Br.[Cl:5][C:6]1[CH:11]=[C:10]([O:12]C)[CH:9]=[CH:8][C:7]=1[CH:14]([CH3:33])[C:15]([C:21]1[CH:32]=[CH:31][C:24]2[N:25]([CH3:30])[C:26](=[O:29])[N:27]([CH3:28])[C:23]=2[CH:22]=1)([OH:20])[C:16]([F:19])([F:18])[F:17].CO.C([O-])(O)=O.[Na+], predict the reaction product. The product is: [Cl:5][C:6]1[CH:11]=[C:10]([OH:12])[CH:9]=[CH:8][C:7]=1[CH:14]([CH3:33])[C:15]([C:21]1[CH:32]=[CH:31][C:24]2[N:25]([CH3:30])[C:26](=[O:29])[N:27]([CH3:28])[C:23]=2[CH:22]=1)([OH:20])[C:16]([F:17])([F:18])[F:19].